This data is from Forward reaction prediction with 1.9M reactions from USPTO patents (1976-2016). The task is: Predict the product of the given reaction. Given the reactants Br[C:2]1[CH:3]=[CH:4][C:5]([O:10][C:11]([F:14])([F:13])[F:12])=[C:6]([CH:9]=1)[CH:7]=[O:8].[Cl:15][C:16]1[CH:21]=[CH:20][C:19](B(O)O)=[C:18]([F:25])[CH:17]=1, predict the reaction product. The product is: [Cl:15][C:16]1[CH:21]=[CH:20][C:19]([C:2]2[CH:3]=[CH:4][C:5]([O:10][C:11]([F:14])([F:13])[F:12])=[C:6]([CH:7]=[O:8])[CH:9]=2)=[C:18]([F:25])[CH:17]=1.